Predict which catalyst facilitates the given reaction. From a dataset of Catalyst prediction with 721,799 reactions and 888 catalyst types from USPTO. (1) Reactant: [ClH:1].[CH3:2][O:3][C:4]1[C:9]2[CH2:10][O:11][C@:12]3([CH3:24])[C@H:16]([C:8]=2[CH:7]=[CH:6][CH:5]=1)[CH2:15][N:14](C(OC(C)(C)C)=O)[CH2:13]3. Product: [ClH:1].[CH3:2][O:3][C:4]1[C:9]2[CH2:10][O:11][C@:12]3([CH3:24])[C@H:16]([C:8]=2[CH:7]=[CH:6][CH:5]=1)[CH2:15][NH:14][CH2:13]3. The catalyst class is: 169. (2) Reactant: [Cl:1][C:2]1[CH:10]=[C:9]2[C:5]([CH2:6][C:7](=O)[NH:8]2)=[CH:4][CH:3]=1.[Cl:12][C:13]1[CH:14]=[C:15]([CH:18]=[CH:19][CH:20]=1)[CH2:16]Br.[I-].[K+].[C:23](=[O:26])([O-])[O-].[K+].[K+]. Product: [Cl:1][C:2]1[CH:10]=[C:9]2[C:5]([C:6]([CH2:7][C:4]3[CH:5]=[CH:9][CH:10]=[C:2]([Cl:1])[CH:3]=3)([CH2:16][C:15]3[CH:18]=[CH:19][CH:20]=[C:13]([Cl:12])[CH:14]=3)[C:23](=[O:26])[NH:8]2)=[CH:4][CH:3]=1. The catalyst class is: 372. (3) Reactant: [NH2:1][C:2]1[CH:16]=[CH:15][CH:14]=[CH:13][C:3]=1[C:4]([C:6]1[CH:11]=[CH:10][C:9]([F:12])=[CH:8][CH:7]=1)=O.[CH:17]1([C:20](=O)[CH2:21][C:22]([O:24][CH3:25])=[O:23])[CH2:19][CH2:18]1.S(=O)(=O)(O)O.[OH-].[Na+]. Product: [CH:17]1([C:20]2[C:21]([C:22]([O:24][CH3:25])=[O:23])=[C:4]([C:6]3[CH:11]=[CH:10][C:9]([F:12])=[CH:8][CH:7]=3)[C:3]3[C:2](=[CH:16][CH:15]=[CH:14][CH:13]=3)[N:1]=2)[CH2:19][CH2:18]1. The catalyst class is: 15.